This data is from Forward reaction prediction with 1.9M reactions from USPTO patents (1976-2016). The task is: Predict the product of the given reaction. (1) Given the reactants [OH:1][C:2]1[CH:7]=[C:6]([OH:8])[CH:5]=[CH:4][C:3]=1[C:9](=[O:11])[CH3:10].[CH:12](OCC)(OCC)OCC.Cl(O)(=O)(=O)=O, predict the reaction product. The product is: [OH:8][C:6]1[CH:7]=[C:2]2[C:3]([C:9](=[O:11])[CH:10]=[CH:12][O:1]2)=[CH:4][CH:5]=1. (2) Given the reactants [NH:1]1[CH2:6][CH2:5][CH:4]([NH:7][C:8]2[O:9][C:10]3[CH:16]=[CH:15][CH:14]=[C:13]([O:17][CH2:18][C:19]4[CH:24]=[CH:23][N:22]=[CH:21][CH:20]=4)[C:11]=3[N:12]=2)[CH2:3][CH2:2]1.[CH2:25]([O:27][C:28]1[CH:29]=[C:30]([CH:33]=[C:34]([O:37][CH2:38][CH3:39])[C:35]=1[F:36])[CH:31]=O)[CH3:26].C([BH3-])#N.[Na+].C(N(C(C)C)C(C)C)C, predict the reaction product. The product is: [CH2:25]([O:27][C:28]1[CH:29]=[C:30]([CH:33]=[C:34]([O:37][CH2:38][CH3:39])[C:35]=1[F:36])[CH2:31][N:1]1[CH2:2][CH2:3][CH:4]([NH:7][C:8]2[O:9][C:10]3[CH:16]=[CH:15][CH:14]=[C:13]([O:17][CH2:18][C:19]4[CH:20]=[CH:21][N:22]=[CH:23][CH:24]=4)[C:11]=3[N:12]=2)[CH2:5][CH2:6]1)[CH3:26].